From a dataset of Catalyst prediction with 721,799 reactions and 888 catalyst types from USPTO. Predict which catalyst facilitates the given reaction. (1) Reactant: [CH3:1][N:2]1[C:6]([CH3:7])=[C:5]([C:8]([NH:10][C:11]2[N:16]=[CH:15][C:14]([O:17][C:18]3[CH:23]=[CH:22][N:21]=[C:20]([NH:24][C:25](=[O:33])OC4C=CC=CC=4)[CH:19]=3)=[CH:13][CH:12]=2)=[O:9])[C:4](=[O:34])[N:3]1[C:35]1[CH:40]=[CH:39][CH:38]=[CH:37][CH:36]=1.[CH3:41][N:42]1C(=O)C[CH2:44][CH2:43]1.CNCCO.[OH2:53]. Product: [OH:53][CH2:44][CH2:43][N:42]([CH3:41])[C:25](=[O:33])[NH:24][C:20]1[CH:19]=[C:18]([O:17][C:14]2[CH:13]=[CH:12][C:11]([NH:10][C:8]([C:5]3[C:4](=[O:34])[N:3]([C:35]4[CH:40]=[CH:39][CH:38]=[CH:37][CH:36]=4)[N:2]([CH3:1])[C:6]=3[CH3:7])=[O:9])=[N:16][CH:15]=2)[CH:23]=[CH:22][N:21]=1. The catalyst class is: 25. (2) Reactant: [NH2:1][C:2]1[CH:3]=[C:4]([CH:21]=[CH:22][CH:23]=1)[O:5][C:6]1[CH:7]=[CH:8][C:9]2[N:10]([CH:12]=[C:13]([NH:15][C:16]([CH:18]3[CH2:20][CH2:19]3)=[O:17])[N:14]=2)[N:11]=1.[F:24][C:25]([F:36])([F:35])[C:26]1[N:31]=[C:30]([C:32](O)=[O:33])[CH:29]=[CH:28][N:27]=1.Cl.CN(C)CCCN=C=NCC.ON1C2C=CC=CC=2N=N1. Product: [CH:18]1([C:16]([NH:15][C:13]2[N:14]=[C:9]3[CH:8]=[CH:7][C:6]([O:5][C:4]4[CH:3]=[C:2]([NH:1][C:32]([C:30]5[CH:29]=[CH:28][N:27]=[C:26]([C:25]([F:36])([F:24])[F:35])[N:31]=5)=[O:33])[CH:23]=[CH:22][CH:21]=4)=[N:11][N:10]3[CH:12]=2)=[O:17])[CH2:20][CH2:19]1. The catalyst class is: 9. (3) Reactant: [NH2:1][C@H:2]1[CH2:7][CH2:6][C@H:5]([CH2:8][NH:9][C:10]2[C:15]([N+:16]([O-:18])=[O:17])=[CH:14][N:13]=[C:12]([NH:19][CH2:20][C:21]3[CH:26]=[CH:25][CH:24]=[CH:23][C:22]=3[O:27][C:28]([F:31])([F:30])[F:29])[N:11]=2)[CH2:4][CH2:3]1.Cl.[N:33]1[CH:38]=[CH:37][C:36]([CH2:39][C:40](O)=[O:41])=[CH:35][CH:34]=1.CN(C(ON1N=NC2C=CC=CC1=2)=[N+](C)C)C.[B-](F)(F)(F)F.CCN(C(C)C)C(C)C. Product: [N+:16]([C:15]1[C:10]([NH:9][CH2:8][C@H:5]2[CH2:4][CH2:3][C@H:2]([NH:1][C:40](=[O:41])[CH2:39][C:36]3[CH:37]=[CH:38][N:33]=[CH:34][CH:35]=3)[CH2:7][CH2:6]2)=[N:11][C:12]([NH:19][CH2:20][C:21]2[CH:26]=[CH:25][CH:24]=[CH:23][C:22]=2[O:27][C:28]([F:30])([F:31])[F:29])=[N:13][CH:14]=1)([O-:18])=[O:17]. The catalyst class is: 59. (4) Reactant: [NH:1]1[CH2:4][CH:3]([OH:5])[CH2:2]1.CCN(C(C)C)C(C)C.[Br:15][C:16]1[CH:21]=[CH:20][C:19]([S:22](Cl)(=[O:24])=[O:23])=[CH:18][CH:17]=1. Product: [Br:15][C:16]1[CH:21]=[CH:20][C:19]([S:22]([N:1]2[CH2:4][CH:3]([OH:5])[CH2:2]2)(=[O:24])=[O:23])=[CH:18][CH:17]=1. The catalyst class is: 2. (5) Reactant: ClC(Cl)(OC(=O)[O:6][C:7]([Cl:10])(Cl)Cl)Cl.[Si:13]([O:20][CH2:21][C:22]1([C:35]2[CH:40]=[CH:39][CH:38]=[CH:37][CH:36]=2)[CH:26]=[C:25]([C:27]2[CH:32]=[C:31]([F:33])[CH:30]=[CH:29][C:28]=2[F:34])[CH2:24][NH:23]1)([C:16]([CH3:19])([CH3:18])[CH3:17])([CH3:15])[CH3:14].C(N(CC)CC)C.O. Product: [Si:13]([O:20][CH2:21][C:22]1([C:35]2[CH:36]=[CH:37][CH:38]=[CH:39][CH:40]=2)[CH:26]=[C:25]([C:27]2[CH:32]=[C:31]([F:33])[CH:30]=[CH:29][C:28]=2[F:34])[CH2:24][N:23]1[C:7]([Cl:10])=[O:6])([C:16]([CH3:19])([CH3:18])[CH3:17])([CH3:15])[CH3:14]. The catalyst class is: 1. (6) Reactant: [Cl:1][C:2]1[C:3]([CH3:42])=[N:4][O:5][C:6]=1[N:7](COCCOC)[S:8]([C:11]1[C:19]2[C:14](=[N:15][CH:16]=[CH:17][CH:18]=2)[S:13][C:12]=1[CH2:20][C:21]1[CH:26]=[C:25]2[O:27][CH2:28][O:29][C:24]2=[CH:23][C:22]=1[CH2:30][CH2:31][O:32]C(=O)C)(=[O:10])=[O:9].Cl. Product: [Cl:1][C:2]1[C:3]([CH3:42])=[N:4][O:5][C:6]=1[NH:7][S:8]([C:11]1[C:19]2[C:14](=[N:15][CH:16]=[CH:17][CH:18]=2)[S:13][C:12]=1[CH2:20][C:21]1[CH:26]=[C:25]2[O:27][CH2:28][O:29][C:24]2=[CH:23][C:22]=1[CH2:30][CH2:31][OH:32])(=[O:9])=[O:10]. The catalyst class is: 5. (7) Reactant: [C:1]1([C:20]2[CH:25]=[CH:24][CH:23]=[CH:22][CH:21]=2)[CH:6]=[CH:5][C:4]([N:7]2[C:19]3[CH:18]=[CH:17][CH:16]=[CH:15][C:14]=3[C:13]3[C:8]2=[CH:9][CH:10]=[CH:11][CH:12]=3)=[CH:3][CH:2]=1.[Br:26]N1C(=O)CCC1=O. Product: [C:1]1([C:20]2[CH:21]=[CH:22][CH:23]=[CH:24][CH:25]=2)[CH:6]=[CH:5][C:4]([N:7]2[C:8]3[CH:9]=[CH:10][C:11]([Br:26])=[CH:12][C:13]=3[C:14]3[C:19]2=[CH:18][CH:17]=[CH:16][CH:15]=3)=[CH:3][CH:2]=1. The catalyst class is: 22. (8) Reactant: B(Br)(Br)Br.[C:5]([NH:9][C:10](=[O:42])[C:11]1[CH:16]=[CH:15][C:14]([S:17]([N:20]2[C:28]3[C:23](=[CH:24][C:25]([O:29][CH2:30][CH3:31])=[CH:26][CH:27]=3)[C:22]([C:33]3[CH:38]=[CH:37][CH:36]=[C:35]([O:39]C)[CH:34]=3)([CH3:32])[C:21]2=[O:41])(=[O:19])=[O:18])=[CH:13][CH:12]=1)([CH3:8])([CH3:7])[CH3:6].C(N(CC)CC)C. Product: [C:5]([NH:9][C:10](=[O:42])[C:11]1[CH:16]=[CH:15][C:14]([S:17]([N:20]2[C:28]3[C:23](=[CH:24][C:25]([O:29][CH2:30][CH3:31])=[CH:26][CH:27]=3)[C:22]([C:33]3[CH:38]=[CH:37][CH:36]=[C:35]([OH:39])[CH:34]=3)([CH3:32])[C:21]2=[O:41])(=[O:19])=[O:18])=[CH:13][CH:12]=1)([CH3:6])([CH3:7])[CH3:8]. The catalyst class is: 2.